Dataset: Full USPTO retrosynthesis dataset with 1.9M reactions from patents (1976-2016). Task: Predict the reactants needed to synthesize the given product. (1) Given the product [CH3:3][C:2]1[N:34]=[N:4][CH:5]=[CH:6][C:7]=1[N:8]1[CH2:11][CH:10]([C:12]([NH:14][C:15]2[CH:20]=[CH:19][C:18]([CH:21]3[CH2:22][CH2:23][N:24]([C:27]([O:29][C:30]([CH3:33])([CH3:32])[CH3:31])=[O:28])[CH2:25][CH2:26]3)=[CH:17][CH:16]=2)=[O:13])[CH2:9]1, predict the reactants needed to synthesize it. The reactants are: Br[C:2]1[CH:3]=[N:4][CH:5]=[CH:6][CH:7]=1.[NH:8]1[CH2:11][CH:10]([C:12]([NH:14][C:15]2[CH:20]=[CH:19][C:18]([CH:21]3[CH2:26][CH2:25][N:24]([C:27]([O:29][C:30]([CH3:33])([CH3:32])[CH3:31])=[O:28])[CH2:23][CH2:22]3)=[CH:17][CH:16]=2)=[O:13])[CH2:9]1.[NH:34]1CC(C(NC2C=CC(OC3CCN(C(OC(C)(C)C)=O)CC3)=CC=2)=O)C1. (2) Given the product [Br:1][C:2]1[CH:3]=[CH:4][C:5]2[S:13][C:14]([C:15]([O:17][CH3:18])=[O:16])=[CH:7][C:6]=2[CH:9]=1, predict the reactants needed to synthesize it. The reactants are: [Br:1][C:2]1[CH:3]=[CH:4][C:5](F)=[C:6]([CH:9]=1)[CH:7]=O.[H-].[Na+].[SH:13][CH2:14][C:15]([O:17][CH3:18])=[O:16]. (3) Given the product [Cl:1][C:2]1[CH:3]=[C:4]([CH:8]=[CH:9][C:10]=1[Cl:11])[C:5]([Cl:14])=[O:6], predict the reactants needed to synthesize it. The reactants are: [Cl:1][C:2]1[CH:3]=[C:4]([CH:8]=[CH:9][C:10]=1[Cl:11])[C:5](O)=[O:6].S(Cl)([Cl:14])=O. (4) Given the product [Br:1][C:2]1[C:7]([F:8])=[CH:6][CH:5]=[CH:4][C:3]=1[O:9][CH2:11][CH3:12], predict the reactants needed to synthesize it. The reactants are: [Br:1][C:2]1[C:7]([F:8])=[CH:6][CH:5]=[CH:4][C:3]=1[OH:9].I[CH2:11][CH3:12].C([O-])([O-])=O.[K+].[K+].CCOCC. (5) Given the product [OH:50][CH2:49][C:41]([N:38]1[CH2:37][C@H:36]2[CH2:40][C@@H:39]1[C@@H:34]([O:33][C:2]1[CH:9]=[CH:8][C:7]([C:10]3[N:15]=[C:14]([NH:16][C:17]4[CH:22]=[CH:21][C:20]([N:23]5[CH2:28][CH2:27][N:26]([CH:29]6[CH2:32][O:31][CH2:30]6)[CH2:25][CH2:24]5)=[CH:19][CH:18]=4)[N:13]=[CH:12][N:11]=3)=[CH:6][C:3]=1[C:4]#[N:5])[CH2:35]2)=[O:43], predict the reactants needed to synthesize it. The reactants are: F[C:2]1[CH:9]=[CH:8][C:7]([C:10]2[N:15]=[C:14]([NH:16][C:17]3[CH:22]=[CH:21][C:20]([N:23]4[CH2:28][CH2:27][N:26]([CH:29]5[CH2:32][O:31][CH2:30]5)[CH2:25][CH2:24]4)=[CH:19][CH:18]=3)[N:13]=[CH:12][N:11]=2)=[CH:6][C:3]=1[C:4]#[N:5].[OH:33][C@@H:34]1[C@H:39]2[CH2:40][C@H:36]([CH2:37][N:38]2[C:41]([O:43]C(C)(C)C)=O)[CH2:35]1.C(O)(=O)[CH2:49][OH:50].